This data is from Reaction yield outcomes from USPTO patents with 853,638 reactions. The task is: Predict the reaction yield, written as a fraction of the theoretical maximum amount of product (1.0 means a 100% yield; for example, 0.34 means a 34% yield). (1) The reactants are [H-].[Al+3].[Li+].[H-].[H-].[H-].[CH2:7]([O:14][C:15]1[CH:33]=[CH:32][C:18]([C:19]([NH:21][C:22]2[CH:23]=[C:24]3[C:29](=[CH:30][CH:31]=2)[N:28]=[CH:27][CH:26]=[CH:25]3)=O)=[CH:17][CH:16]=1)[C:8]1[CH:13]=[CH:12][CH:11]=[CH:10][CH:9]=1.N1C=CC=CC=1OCC1C=CC(CNC(C2C(N)=NC(N)=CN=2)=O)=CC=1.[Cl-].[NH4+]. The catalyst is O1CCCC1. The product is [CH2:7]([O:14][C:15]1[CH:16]=[CH:17][C:18]([CH2:19][NH:21][C:22]2[CH:23]=[C:24]3[C:29](=[CH:30][CH:31]=2)[N:28]=[CH:27][CH:26]=[CH:25]3)=[CH:32][CH:33]=1)[C:8]1[CH:9]=[CH:10][CH:11]=[CH:12][CH:13]=1. The yield is 0.700. (2) The reactants are [NH2:1][C:2]1[N:7]=[CH:6][N:5]=[C:4]2[N:8]([CH:12]([C:14]3[O:15][C:16]4[C:21]([C:22](=[O:31])[C:23]=3[C:24]3[CH:29]=[CH:28][CH:27]=[C:26]([F:30])[CH:25]=3)=[CH:20][CH:19]=[CH:18][CH:17]=4)[CH3:13])[N:9]=[C:10](I)[C:3]=12.[CH3:32][C:33]1[C:41]2[C:36](=[CH:37][CH:38]=[C:39](B3OC(C)(C)C(C)(C)O3)[CH:40]=2)[NH:35][CH:34]=1.C(=O)([O-])[O-].[Na+].[Na+].ClCCl. The catalyst is CN(C=O)C.C(O)C.O. The product is [NH2:1][C:2]1[N:7]=[CH:6][N:5]=[C:4]2[N:8]([CH:12]([C:14]3[O:15][C:16]4[C:21]([C:22](=[O:31])[C:23]=3[C:24]3[CH:29]=[CH:28][CH:27]=[C:26]([F:30])[CH:25]=3)=[CH:20][CH:19]=[CH:18][CH:17]=4)[CH3:13])[N:9]=[C:10]([C:39]3[CH:40]=[C:41]4[C:36](=[CH:37][CH:38]=3)[NH:35][CH:34]=[C:33]4[CH3:32])[C:3]=12. The yield is 0.130. (3) The reactants are [F:1][C:2]1[CH:3]=[C:4]2[C:9](=[CH:10][CH:11]=1)[N:8]=[C:7]([NH:12][C:13](=[O:17])OCC)[C:6]([O:18][CH3:19])=[N:5]2.[CH3:20][C:21]1[CH:22]=[C:23]([N:27]2[CH2:32][CH2:31][NH:30][CH2:29][CH2:28]2)[CH:24]=[CH:25][CH:26]=1. No catalyst specified. The product is [F:1][C:2]1[CH:3]=[C:4]2[C:9](=[CH:10][CH:11]=1)[N:8]=[C:7]([NH:12][C:13]([N:30]1[CH2:31][CH2:32][N:27]([C:23]3[CH:24]=[CH:25][CH:26]=[C:21]([CH3:20])[CH:22]=3)[CH2:28][CH2:29]1)=[O:17])[C:6]([O:18][CH3:19])=[N:5]2. The yield is 0.870. (4) The reactants are [H-].[Na+].[CH2:3]([OH:10])[C:4]1[CH:9]=[CH:8][CH:7]=[CH:6][CH:5]=1.[O:11]1[C:16]2[CH:17]=[CH:18][C:19]([C:21]3[C:26](F)=[CH:25][CH:24]=[C:23]([C:28]([F:31])([F:30])[F:29])[C:22]=3[C:32](=[O:37])[C:33]([O:35][CH3:36])=[O:34])=[CH:20][C:15]=2[CH2:14][CH2:13][CH2:12]1.Cl.C[Si](C=[N+]=[N-])(C)C.C(OCC)C. The catalyst is CC(N(C)C)=O.[Cl-].[Na+].O.C(O)(=O)C.C(OCC)(=O)C.CO. The product is [CH2:3]([O:10][C:26]1[C:21]([C:19]2[CH:18]=[CH:17][C:16]3[O:11][CH2:12][CH2:13][CH2:14][C:15]=3[CH:20]=2)=[C:22]([C:32](=[O:37])[C:33]([O:35][CH3:36])=[O:34])[C:23]([C:28]([F:29])([F:30])[F:31])=[CH:24][CH:25]=1)[C:4]1[CH:9]=[CH:8][CH:7]=[CH:6][CH:5]=1. The yield is 0.620. (5) The reactants are O.[NH2:2][NH2:3].[CH:4]1[CH:9]=[C:8]([CH:10]([CH:13]=O)[CH:11]=O)[N:7]=[CH:6][CH:5]=1.CCCCCC. The catalyst is C(O)C. The product is [NH:2]1[CH:13]=[C:10]([C:8]2[CH:9]=[CH:4][CH:5]=[CH:6][N:7]=2)[CH:11]=[N:3]1. The yield is 0.600. (6) The reactants are [C:1]([S:5]([C:8]1[CH:9]=[C:10]2[C:15](=[CH:16][CH:17]=1)[N:14]=[CH:13][CH:12]=[C:11]2Cl)(=[O:7])=[O:6])([CH3:4])([CH3:3])[CH3:2].[NH2:19][C:20]1[C:24]([CH3:25])=[C:23]([C:26]([O:28][CH2:29][CH3:30])=[O:27])[NH:22][N:21]=1. The catalyst is CCO.Cl. The product is [C:1]([S:5]([C:8]1[CH:9]=[C:10]2[C:15](=[CH:16][CH:17]=1)[N:14]=[CH:13][CH:12]=[C:11]2[NH:19][C:20]1[C:24]([CH3:25])=[C:23]([C:26]([O:28][CH2:29][CH3:30])=[O:27])[NH:22][N:21]=1)(=[O:7])=[O:6])([CH3:4])([CH3:3])[CH3:2]. The yield is 0.715. (7) The reactants are CON(C)[C:4]([C:6]1([CH3:14])[CH2:11][O:10][C:9]([CH3:13])([CH3:12])[O:8][CH2:7]1)=[O:5].[CH3:16][Mg]Br.[Cl-].[NH4+]. The catalyst is C1COCC1. The product is [CH3:13][C:9]1([CH3:12])[O:8][CH2:7][C:6]([C:4](=[O:5])[CH3:16])([CH3:14])[CH2:11][O:10]1. The yield is 0.900.